Task: Predict the reaction yield, written as a fraction of the theoretical maximum amount of product (1.0 means a 100% yield; for example, 0.34 means a 34% yield).. Dataset: Reaction yield outcomes from USPTO patents with 853,638 reactions (1) The reactants are [S:1]1[C:5]([C:6]([O:8]CC)=[O:7])=[CH:4][N:3]=[C:2]1[C:11]([O:13]CC)=[O:12].O[Li].O. The catalyst is C1COCC1.O. The product is [S:1]1[C:5]([C:6]([OH:8])=[O:7])=[CH:4][N:3]=[C:2]1[C:11]([OH:13])=[O:12]. The yield is 0.240. (2) The reactants are [CH3:1][O:2][C:3]1[CH:12]=[C:11]2[C:6]([CH2:7][CH:8]([C:16]3[CH:21]=[CH:20][N:19]=[CH:18][C:17]=3[O:22]COC)[C:9](=[O:15])[C:10]2([CH3:14])[CH3:13])=[CH:5][CH:4]=1.O1CCOCC1.Cl.[OH-].[Na+]. No catalyst specified. The product is [OH:22][C:17]1[CH:18]=[N:19][CH:20]=[CH:21][C:16]=1[CH:8]1[CH2:7][C:6]2[C:11](=[CH:12][C:3]([O:2][CH3:1])=[CH:4][CH:5]=2)[C:10]([CH3:13])([CH3:14])[C:9]1=[O:15]. The yield is 0.750. (3) The reactants are Br[CH2:2][CH2:3][O:4][CH3:5].[N+:6]([C:9]1[CH:10]=[C:11]2[C:15](=[CH:16][CH:17]=1)[CH2:14][NH:13][CH2:12]2)([O-:8])=[O:7].CCN(CC)CC. The catalyst is CC#N. The product is [CH3:5][O:4][CH2:3][CH2:2][N:13]1[CH2:12][C:11]2[C:15](=[CH:16][CH:17]=[C:9]([N+:6]([O-:8])=[O:7])[CH:10]=2)[CH2:14]1. The yield is 0.960. (4) The reactants are CS([O:5][CH2:6][CH2:7][N:8]1[C:13]2[CH:14]=[CH:15][CH:16]=[CH:17][C:12]=2[O:11][CH2:10][CH2:9]1)(=O)=O.C(=O)([O-])[O-].[K+].[K+].[OH:24][CH:25]([CH2:31][C:32]1[CH:37]=[CH:36][C:35](O)=[CH:34][CH:33]=1)[C:26]([O:28][CH2:29][CH3:30])=[O:27]. No catalyst specified. The product is [O:11]1[C:12]2[CH:17]=[CH:16][CH:15]=[CH:14][C:13]=2[N:8]([CH2:7][CH2:6][O:5][C:35]2[CH:34]=[CH:33][C:32]([CH2:31][CH:25]([OH:24])[C:26]([O:28][CH2:29][CH3:30])=[O:27])=[CH:37][CH:36]=2)[CH2:9][CH2:10]1. The yield is 0.320. (5) The reactants are [NH2:1][C:2]1[C:6]([Br:7])=[CH:5][S:4][C:3]=1[C:8]([O:10]C)=[O:9].[OH-].[Na+].Cl. The catalyst is CO. The product is [NH2:1][C:2]1[C:6]([Br:7])=[CH:5][S:4][C:3]=1[C:8]([OH:10])=[O:9]. The yield is 0.430.